Regression. Given two drug SMILES strings and cell line genomic features, predict the synergy score measuring deviation from expected non-interaction effect. From a dataset of NCI-60 drug combinations with 297,098 pairs across 59 cell lines. Synergy scores: CSS=7.80, Synergy_ZIP=-13.0, Synergy_Bliss=-24.4, Synergy_Loewe=-23.5, Synergy_HSA=-21.4. Drug 1: C1=CC(=CC=C1CCC2=CNC3=C2C(=O)NC(=N3)N)C(=O)NC(CCC(=O)O)C(=O)O. Drug 2: C1=NC2=C(N1)C(=S)N=CN2. Cell line: HOP-92.